Dataset: Forward reaction prediction with 1.9M reactions from USPTO patents (1976-2016). Task: Predict the product of the given reaction. (1) Given the reactants C([O-])([O-])=O.[Cs+].[Cs+].[F-].[Cs+].[C:9]([C:11]1[CH:16]=[CH:15][C:14](B(O)O)=[CH:13][CH:12]=1)#[N:10].Br[C:21]1[CH:22]=[C:23]2[C:27](=[CH:28][CH:29]=1)[NH:26][C:25]([CH2:30][CH2:31][N:32]1[CH2:36][CH2:35][CH2:34][C@H:33]1[CH3:37])=[CH:24]2.C1(P(C2CCCCC2)C2C=CC=CC=2C2C=CC=CC=2)CCCCC1, predict the reaction product. The product is: [CH3:37][C@@H:33]1[CH2:34][CH2:35][CH2:36][N:32]1[CH2:31][CH2:30][C:25]1[NH:26][C:27]2[C:23]([CH:24]=1)=[CH:22][C:21]([C:14]1[CH:15]=[CH:16][C:11]([C:9]#[N:10])=[CH:12][CH:13]=1)=[CH:29][CH:28]=2. (2) Given the reactants [CH3:1][O:2][C:3]([C:5]1[CH:9]=[C:8]([C:10]2[S:11][C:12](Br)=[CH:13][CH:14]=2)[N:7]([C:16]2[CH:21]=[CH:20][CH:19]=[CH:18][C:17]=2[Cl:22])[N:6]=1)=[O:4].[CH3:23][S:24]([C:27]1[CH:28]=[C:29](B(O)O)[CH:30]=[CH:31][CH:32]=1)(=[O:26])=[O:25].C(=O)([O-])[O-].[Na+].[Na+], predict the reaction product. The product is: [CH3:1][O:2][C:3]([C:5]1[CH:9]=[C:8]([C:10]2[S:11][C:12]([C:31]3[CH:30]=[CH:29][CH:28]=[C:27]([S:24]([CH3:23])(=[O:26])=[O:25])[CH:32]=3)=[CH:13][CH:14]=2)[N:7]([C:16]2[CH:21]=[CH:20][CH:19]=[CH:18][C:17]=2[Cl:22])[N:6]=1)=[O:4]. (3) Given the reactants [Cl:1][C:2]1[C:10]([Cl:11])=[CH:9][CH:8]=[CH:7][C:3]=1[C:4]([OH:6])=O.[F:12][CH:13]([F:30])[C:14]1[N:19]=[CH:18][C:17]([C:20]2([CH2:28][NH2:29])[CH2:25][CH2:24][C:23]([F:27])([F:26])[CH2:22][CH2:21]2)=[CH:16][N:15]=1, predict the reaction product. The product is: [Cl:1][C:2]1[C:10]([Cl:11])=[CH:9][CH:8]=[CH:7][C:3]=1[C:4]([NH:29][CH2:28][C:20]1([C:17]2[CH:16]=[N:15][C:14]([CH:13]([F:30])[F:12])=[N:19][CH:18]=2)[CH2:25][CH2:24][C:23]([F:26])([F:27])[CH2:22][CH2:21]1)=[O:6]. (4) Given the reactants [I:1][C:2]1[CH:12]=[CH:11][C:10]2[CH:9]3[CH2:13][CH:5]([CH2:6][N:7]([C:14](=[O:19])C(F)(F)F)[CH2:8]3)[C:4]=2[CH:3]=1.[C:20]([O:24]C(OC([O:24][C:20]([CH3:23])([CH3:22])[CH3:21])=O)=O)([CH3:23])([CH3:22])[CH3:21].O, predict the reaction product. The product is: [C:20]([O:24][C:14]([N:7]1[CH2:6][CH:5]2[CH2:13][CH:9]([C:10]3[CH:11]=[CH:12][C:2]([I:1])=[CH:3][C:4]=32)[CH2:8]1)=[O:19])([CH3:23])([CH3:22])[CH3:21].